Dataset: Forward reaction prediction with 1.9M reactions from USPTO patents (1976-2016). Task: Predict the product of the given reaction. (1) Given the reactants [CH3:1][C:2]1[NH:10][C:9]2[C:4](=[N:5][CH:6]=[CH:7][CH:8]=2)[CH:3]=1.[Cl:11][C:12]1[CH:19]=[CH:18][C:15]([CH2:16]Cl)=[CH:14][CH:13]=1.[OH-].[K+], predict the reaction product. The product is: [Cl:11][C:12]1[CH:19]=[CH:18][C:15]([CH2:16][N:10]2[C:9]3[C:4](=[N:5][CH:6]=[CH:7][CH:8]=3)[CH:3]=[C:2]2[CH3:1])=[CH:14][CH:13]=1. (2) Given the reactants Cl.[NH2:2][C:3]1[C:4]2[C:14]([O:15][CH2:16][C:17]3([NH2:21])[CH2:20][CH2:19][CH2:18]3)=[CH:13][CH:12]=[CH:11][C:5]=2[NH:6][S:7](=[O:10])(=[O:9])[N:8]=1.[CH3:22][C:23]1[CH:24]=[C:25]([CH:29]=[CH:30][N:31]=1)[C:26](O)=[O:27], predict the reaction product. The product is: [NH2:2][C:3]1[C:4]2[C:14]([O:15][CH2:16][C:17]3([NH:21][C:26](=[O:27])[C:25]4[CH:29]=[CH:30][N:31]=[C:23]([CH3:22])[CH:24]=4)[CH2:20][CH2:19][CH2:18]3)=[CH:13][CH:12]=[CH:11][C:5]=2[NH:6][S:7](=[O:10])(=[O:9])[N:8]=1. (3) Given the reactants Cl[C:2]1[CH:7]=[C:6]([NH2:8])[C:5]([N+:9]([O-:11])=[O:10])=[CH:4][N:3]=1.[CH3:12][O-:13].[Na+], predict the reaction product. The product is: [CH3:12][O:13][C:2]1[CH:7]=[C:6]([NH2:8])[C:5]([N+:9]([O-:11])=[O:10])=[CH:4][N:3]=1. (4) Given the reactants [CH3:1][O:2][C:3]([C:5]1[CH:10]=[CH:9][C:8]([CH2:11][NH:12][CH2:13][CH:14]2[CH2:19][CH2:18][CH2:17][CH2:16][N:15]2[C:20]([O:22][C:23]([CH3:26])([CH3:25])[CH3:24])=[O:21])=[CH:7][CH:6]=1)=[O:4].[C:27](O)(=O)C.C=O.C(O[BH-](OC(=O)C)OC(=O)C)(=O)C.[Na+], predict the reaction product. The product is: [CH3:1][O:2][C:3]([C:5]1[CH:10]=[CH:9][C:8]([CH2:11][N:12]([CH2:13][CH:14]2[CH2:19][CH2:18][CH2:17][CH2:16][N:15]2[C:20]([O:22][C:23]([CH3:26])([CH3:25])[CH3:24])=[O:21])[CH3:27])=[CH:7][CH:6]=1)=[O:4]. (5) Given the reactants [N:1]([O-])=[O:2].[Na+].C(O)(=O)C.[N+:9]([C:12]1[CH:30]=[CH:29][C:15]([CH2:16][O:17][C:18]([N:20]2[CH2:25][CH2:24][NH:23][CH:22]([C:26]([OH:28])=[O:27])[CH2:21]2)=[O:19])=[CH:14][CH:13]=1)([O-:11])=[O:10], predict the reaction product. The product is: [N+:9]([C:12]1[CH:13]=[CH:14][C:15]([CH2:16][O:17][C:18]([N:20]2[CH2:25][CH2:24][N:23]([N:1]=[O:2])[CH:22]([C:26]([OH:28])=[O:27])[CH2:21]2)=[O:19])=[CH:29][CH:30]=1)([O-:11])=[O:10]. (6) Given the reactants Br[C:2]1[NH:6][CH:5]=[C:4]2[C:7](=[O:17])[N:8]([C:10]([O:12][C:13]([CH3:16])([CH3:15])[CH3:14])=[O:11])[CH2:9][C:3]=12.[F:18][C:19]1[CH:24]=[CH:23][CH:22]=[CH:21][C:20]=1OB(O)O, predict the reaction product. The product is: [F:18][C:19]1[CH:24]=[CH:23][CH:22]=[CH:21][C:20]=1[C:2]1[NH:6][CH:5]=[C:4]2[C:7](=[O:17])[N:8]([C:10]([O:12][C:13]([CH3:16])([CH3:15])[CH3:14])=[O:11])[CH2:9][C:3]=12.